This data is from NCI-60 drug combinations with 297,098 pairs across 59 cell lines. The task is: Regression. Given two drug SMILES strings and cell line genomic features, predict the synergy score measuring deviation from expected non-interaction effect. (1) Drug 1: CC1C(C(CC(O1)OC2CC(CC3=C2C(=C4C(=C3O)C(=O)C5=C(C4=O)C(=CC=C5)OC)O)(C(=O)C)O)N)O.Cl. Drug 2: CC1=C(C=C(C=C1)C(=O)NC2=CC(=CC(=C2)C(F)(F)F)N3C=C(N=C3)C)NC4=NC=CC(=N4)C5=CN=CC=C5. Cell line: OVCAR-4. Synergy scores: CSS=6.32, Synergy_ZIP=-0.599, Synergy_Bliss=1.99, Synergy_Loewe=-3.83, Synergy_HSA=0.318. (2) Drug 1: CN(C)N=NC1=C(NC=N1)C(=O)N. Drug 2: C1=CC(=CC=C1CCCC(=O)O)N(CCCl)CCCl. Cell line: CCRF-CEM. Synergy scores: CSS=36.2, Synergy_ZIP=-10.0, Synergy_Bliss=-16.9, Synergy_Loewe=-19.1, Synergy_HSA=-11.7. (3) Drug 1: C1CN1C2=NC(=NC(=N2)N3CC3)N4CC4. Drug 2: C(=O)(N)NO. Cell line: MDA-MB-435. Synergy scores: CSS=6.90, Synergy_ZIP=-4.60, Synergy_Bliss=-6.62, Synergy_Loewe=-41.2, Synergy_HSA=-6.90. (4) Drug 1: C1CCC(CC1)NC(=O)N(CCCl)N=O. Drug 2: CCC1(CC2CC(C3=C(CCN(C2)C1)C4=CC=CC=C4N3)(C5=C(C=C6C(=C5)C78CCN9C7C(C=CC9)(C(C(C8N6C=O)(C(=O)OC)O)OC(=O)C)CC)OC)C(=O)OC)O.OS(=O)(=O)O. Cell line: TK-10. Synergy scores: CSS=4.92, Synergy_ZIP=0.943, Synergy_Bliss=4.15, Synergy_Loewe=1.34, Synergy_HSA=1.28. (5) Drug 1: CC1=C2C(C(=O)C3(C(CC4C(C3C(C(C2(C)C)(CC1OC(=O)C(C(C5=CC=CC=C5)NC(=O)C6=CC=CC=C6)O)O)OC(=O)C7=CC=CC=C7)(CO4)OC(=O)C)O)C)OC(=O)C. Drug 2: C1CC(=O)NC(=O)C1N2C(=O)C3=CC=CC=C3C2=O. Cell line: HOP-62. Synergy scores: CSS=37.7, Synergy_ZIP=5.69, Synergy_Bliss=4.67, Synergy_Loewe=-55.1, Synergy_HSA=2.74. (6) Drug 1: C1C(C(OC1N2C=NC3=C(N=C(N=C32)Cl)N)CO)O. Drug 2: COC1=NC(=NC2=C1N=CN2C3C(C(C(O3)CO)O)O)N. Cell line: HOP-62. Synergy scores: CSS=19.7, Synergy_ZIP=-3.21, Synergy_Bliss=-0.655, Synergy_Loewe=-4.09, Synergy_HSA=-0.461. (7) Drug 1: C1CCC(C1)C(CC#N)N2C=C(C=N2)C3=C4C=CNC4=NC=N3. Drug 2: C(CN)CNCCSP(=O)(O)O. Cell line: BT-549. Synergy scores: CSS=-1.11, Synergy_ZIP=0.722, Synergy_Bliss=0.803, Synergy_Loewe=-1.76, Synergy_HSA=-2.26. (8) Drug 1: C1=C(C(=O)NC(=O)N1)F. Drug 2: CC12CCC3C(C1CCC2OP(=O)(O)O)CCC4=C3C=CC(=C4)OC(=O)N(CCCl)CCCl.[Na+]. Cell line: OVCAR3. Synergy scores: CSS=57.5, Synergy_ZIP=-3.95, Synergy_Bliss=-8.56, Synergy_Loewe=-14.7, Synergy_HSA=-6.77. (9) Drug 1: C1=CC=C(C=C1)NC(=O)CCCCCCC(=O)NO. Drug 2: CC1CCC2CC(C(=CC=CC=CC(CC(C(=O)C(C(C(=CC(C(=O)CC(OC(=O)C3CCCCN3C(=O)C(=O)C1(O2)O)C(C)CC4CCC(C(C4)OC)OCCO)C)C)O)OC)C)C)C)OC. Cell line: HOP-92. Synergy scores: CSS=6.28, Synergy_ZIP=-3.99, Synergy_Bliss=-4.13, Synergy_Loewe=-5.86, Synergy_HSA=-5.51.